This data is from Reaction yield outcomes from USPTO patents with 853,638 reactions. The task is: Predict the reaction yield, written as a fraction of the theoretical maximum amount of product (1.0 means a 100% yield; for example, 0.34 means a 34% yield). (1) The reactants are [CH2:1]([O:3][C:4]1[CH:5]=[C:6]([SH:10])[CH:7]=[CH:8][CH:9]=1)[CH3:2].Br.[NH2:12][C:13]1[S:14][C:15](Br)=[CH:16][N:17]=1.[OH-].[Na+]. The catalyst is C1COCC1. The product is [CH2:1]([O:3][C:4]1[CH:5]=[C:6]([S:10][C:15]2[S:14][C:13]([NH2:12])=[N:17][CH:16]=2)[CH:7]=[CH:8][CH:9]=1)[CH3:2]. The yield is 0.800. (2) The reactants are Cl[C:2]1[N:7]=[C:6]([C:8]2[CH:13]=[C:12]([Cl:14])[CH:11]=[CH:10][C:9]=2[CH3:15])[N:5]=[C:4]([NH:16][C:17]2[CH:22]=[CH:21][C:20]([CH2:23][OH:24])=[CH:19][CH:18]=2)[N:3]=1.[C:25]([O:29][C:30]([NH:32][CH2:33][C:34]([OH:36])=O)=[O:31])([CH3:28])([CH3:27])[CH3:26].CC([N:40]=C=NC(C)C)C. The catalyst is CN(C)C=O. The product is [NH2:40][C:2]1[N:7]=[C:6]([C:8]2[CH:13]=[C:12]([Cl:14])[CH:11]=[CH:10][C:9]=2[CH3:15])[N:5]=[C:4]([NH:16][C:17]2[CH:22]=[CH:21][C:20]([CH2:23][O:24][C:34](=[O:36])[CH2:33][NH:32][C:30]([O:29][C:25]([CH3:28])([CH3:27])[CH3:26])=[O:31])=[CH:19][CH:18]=2)[N:3]=1. The yield is 1.00.